From a dataset of Catalyst prediction with 721,799 reactions and 888 catalyst types from USPTO. Predict which catalyst facilitates the given reaction. Reactant: [Cl:1][C:2]1[N:7]=[CH:6][C:5](C(O)=O)=[CH:4][N:3]=1.[C:11](Cl)(=[O:15])C(Cl)=O.[F:17][C:18]1[CH:24]=[CH:23][C:21]([NH2:22])=[CH:20][CH:19]=1. Product: [F:17][C:18]1[CH:24]=[CH:23][C:21]([NH:22][C:11]([C:2]2([Cl:1])[N:3]=[CH:4][CH:5]=[CH:6][NH:7]2)=[O:15])=[CH:20][CH:19]=1. The catalyst class is: 120.